From a dataset of Forward reaction prediction with 1.9M reactions from USPTO patents (1976-2016). Predict the product of the given reaction. Given the reactants Cl.Cl.[NH2:3][C:4]1[N:8]([CH2:9][C:10]2[CH:15]=[CH:14][C:13]([CH2:16][N:17]3[C:21]([NH2:22])=[C:20]([N:23]=O)[CH:19]=[N:18]3)=[CH:12][CH:11]=2)[N:7]=[CH:6][C:5]=1[N:25]=O, predict the reaction product. The product is: [NH2:25][C:5]1[CH:6]=[N:7][N:8]([CH2:9][C:10]2[CH:15]=[CH:14][C:13]([CH2:16][N:17]3[C:21]([NH2:22])=[C:20]([NH2:23])[CH:19]=[N:18]3)=[CH:12][CH:11]=2)[C:4]=1[NH2:3].